The task is: Predict the reactants needed to synthesize the given product.. This data is from Full USPTO retrosynthesis dataset with 1.9M reactions from patents (1976-2016). (1) Given the product [CH3:1][N:2]1[C:11]2[C:10]3[CH:12]=[C:13]([O:16][CH:17]4[CH2:18][CH2:19][N:20]([CH3:26])[CH2:21][CH2:22]4)[CH:14]=[CH:15][C:9]=3[NH:8][C:7](=[O:23])[C:6]=2[CH2:5][CH2:4][CH2:3]1, predict the reactants needed to synthesize it. The reactants are: [CH3:1][N:2]1[C:11]2[C:10]3[CH:12]=[C:13]([O:16][CH:17]4[CH2:22][CH2:21][NH:20][CH2:19][CH2:18]4)[CH:14]=[CH:15][C:9]=3[NH:8][C:7](=[O:23])[C:6]=2[CH2:5][CH2:4][CH2:3]1.C=O.[C:26](O)(=O)C.C(O[BH-](OC(=O)C)OC(=O)C)(=O)C.[Na+].[OH-].[Na+]. (2) Given the product [OH:22][N:21]=[C:17]([C:10]1[C:9]([CH:19]=[CH2:20])=[C:8]([C:5]2[CH:4]=[CH:3][C:2]([OH:1])=[CH:7][CH:6]=2)[CH:13]=[C:12]([CH2:14][CH2:15][CH3:16])[CH:11]=1)[NH2:18], predict the reactants needed to synthesize it. The reactants are: [OH:1][C:2]1[CH:7]=[CH:6][C:5]([C:8]2[CH:13]=[C:12]([CH2:14][CH2:15][CH3:16])[CH:11]=[C:10]([C:17]#[N:18])[C:9]=2[CH:19]=[CH2:20])=[CH:4][CH:3]=1.[NH2:21][OH:22]. (3) Given the product [CH2:20]([NH:27][S:16]([C:13]([F:15])([F:14])[C:10]([S:7]([C:1]1[CH:6]=[CH:5][CH:4]=[CH:3][CH:2]=1)(=[O:9])=[O:8])([F:12])[F:11])(=[O:18])=[O:17])[C:21]1[CH:26]=[CH:25][CH:24]=[CH:23][CH:22]=1, predict the reactants needed to synthesize it. The reactants are: [C:1]1([S:7]([C:10]([C:13]([S:16](F)(=[O:18])=[O:17])([F:15])[F:14])([F:12])[F:11])(=[O:9])=[O:8])[CH:6]=[CH:5][CH:4]=[CH:3][CH:2]=1.[CH2:20]([NH2:27])[C:21]1[CH:26]=[CH:25][CH:24]=[CH:23][CH:22]=1.Cl. (4) Given the product [F:19][C:20]1[CH:21]=[C:22]([C@@H:11]([CH:8]2[CH2:9][CH2:10][N:5]([S:2]([CH3:1])(=[O:4])=[O:3])[CH2:6][CH2:7]2)[CH2:12][C:13]([O:15][CH:16]([CH3:18])[CH3:17])=[O:14])[CH:23]=[C:24]([F:26])[CH:25]=1, predict the reactants needed to synthesize it. The reactants are: [CH3:1][S:2]([N:5]1[CH2:10][CH2:9][CH:8]([CH:11]=[CH:12][C:13]([O:15][CH:16]([CH3:18])[CH3:17])=[O:14])[CH2:7][CH2:6]1)(=[O:4])=[O:3].[F:19][C:20]1[CH:21]=[C:22](B(O)O)[CH:23]=[C:24]([F:26])[CH:25]=1.C(=O)([O-])[O-].[K+].[K+].CC(O)C. (5) Given the product [NH2:7][C:6]1[C:5]([F:12])=[CH:4][C:3]([Br:2])=[CH:9][C:8]=1[OH:10], predict the reactants needed to synthesize it. The reactants are: Br.[Br:2][C:3]1[CH:9]=[C:8]([O:10]C)[C:6]([NH2:7])=[C:5]([F:12])[CH:4]=1.B(Br)(Br)Br. (6) Given the product [CH:1]1([C:4]2[N:5]=[C:6]([CH3:26])[N:7]([C:34]3[CH:35]=[CH:36][C:30]4[O:29][CH:28]([CH3:27])[CH2:32][C:31]=4[CH:33]=3)[C:8](=[O:25])[C:9]=2[CH2:10][C:11]2[CH:16]=[CH:15][C:14]([C:17]3[C:18]([C:23]#[N:24])=[CH:19][CH:20]=[CH:21][CH:22]=3)=[CH:13][CH:12]=2)[CH2:2][CH2:3]1, predict the reactants needed to synthesize it. The reactants are: [CH:1]1([C:4]2[N:5]=[C:6]([CH3:26])[NH:7][C:8](=[O:25])[C:9]=2[CH2:10][C:11]2[CH:16]=[CH:15][C:14]([C:17]3[C:18]([C:23]#[N:24])=[CH:19][CH:20]=[CH:21][CH:22]=3)=[CH:13][CH:12]=2)[CH2:3][CH2:2]1.[CH3:27][CH:28]1[CH2:32][C:31]2[CH:33]=[C:34](B(O)O)[CH:35]=[CH:36][C:30]=2[O:29]1.C(N(CC)CC)C.N1C=CC=CC=1. (7) Given the product [C:14]1([CH:7]2[CH2:6][C:5]3[CH:20]=[CH:21][CH:22]=[CH:23][C:4]=3[NH:3][C:2](=[O:1])[CH2:8]2)[CH:15]=[CH:16][CH:17]=[CH:18][CH:19]=1, predict the reactants needed to synthesize it. The reactants are: [O:1]=[C:2]1[CH:8](C(OCC)=O)[CH:7]([C:14]2[CH:19]=[CH:18][CH:17]=[CH:16][CH:15]=2)[CH2:6][C:5]2[CH:20]=[CH:21][CH:22]=[CH:23][C:4]=2[NH:3]1.NC1C=CC(S)=CC=1.[Li+].[Br-].